This data is from Reaction yield outcomes from USPTO patents with 853,638 reactions. The task is: Predict the reaction yield, written as a fraction of the theoretical maximum amount of product (1.0 means a 100% yield; for example, 0.34 means a 34% yield). (1) The reactants are [F:1][C:2]1[CH:3]=[CH:4][C:5]([C:8](=[O:10])[CH3:9])=[N:6][CH:7]=1.[Br-:11].[Br-].[Br-].[NH+]1C=CC=CC=1.[NH+]1C=CC=CC=1.[NH+]1C=CC=CC=1.C(OCC)C. The catalyst is Br.C(O)(=O)C. The product is [BrH:11].[Br:11][CH2:9][C:8]([C:5]1[CH:4]=[CH:3][C:2]([F:1])=[CH:7][N:6]=1)=[O:10]. The yield is 1.00. (2) The reactants are [I:1][C:2]1[CH:12]=[N:11][C:5]2[NH:6][CH2:7][C:8](=[O:10])[NH:9][C:4]=2[CH:3]=1.[Cl:13][C:14]1[CH:21]=[CH:20][C:19]([Cl:22])=[CH:18][C:15]=1[CH2:16]Br. No catalyst specified. The product is [Cl:13][C:14]1[CH:21]=[CH:20][C:19]([Cl:22])=[CH:18][C:15]=1[CH2:16][N:9]1[C:8](=[O:10])[CH2:7][NH:6][C:5]2[N:11]=[CH:12][C:2]([I:1])=[CH:3][C:4]1=2. The yield is 0.690. (3) The reactants are [CH:1]([C:3]1[NH:4][C:5]2[CH2:6][CH2:7][CH2:8][CH2:9][C:10]=2[C:11]=1[CH2:12][CH2:13][C:14]([OH:16])=[O:15])=O.[NH:17]1[C:25]2[C:20](=[CH:21][CH:22]=[CH:23][CH:24]=2)[CH2:19][C:18]1=[O:26].N1CCCCC1.N1CCCC1.Cl. The catalyst is C(O)C.C(O)(=O)C. The product is [O:26]=[C:18]1[C:19](=[CH:1][C:3]2[NH:4][C:5]3[CH2:6][CH2:7][CH2:8][CH2:9][C:10]=3[C:11]=2[CH2:12][CH2:13][C:14]([OH:16])=[O:15])[C:20]2[C:25](=[CH:24][CH:23]=[CH:22][CH:21]=2)[NH:17]1. The yield is 0.680. (4) The reactants are [N+:1]([C:4]1[CH:5]=[C:6]([CH:23]=[CH:24][CH:25]=1)[O:7][C:8]1[CH:13]=[CH:12][N:11]2[N:14]=[C:15]([NH:17][C:18]([CH:20]3[CH2:22][CH2:21]3)=[O:19])[N:16]=[C:10]2[CH:9]=1)([O-])=O.Cl.C(O)C. The catalyst is C(=O)([O-])O.[Na+]. The product is [NH2:1][C:4]1[CH:5]=[C:6]([CH:23]=[CH:24][CH:25]=1)[O:7][C:8]1[CH:13]=[CH:12][N:11]2[N:14]=[C:15]([NH:17][C:18]([CH:20]3[CH2:22][CH2:21]3)=[O:19])[N:16]=[C:10]2[CH:9]=1. The yield is 0.320.